This data is from hERG potassium channel inhibition data for cardiac toxicity prediction from Karim et al.. The task is: Regression/Classification. Given a drug SMILES string, predict its toxicity properties. Task type varies by dataset: regression for continuous values (e.g., LD50, hERG inhibition percentage) or binary classification for toxic/non-toxic outcomes (e.g., AMES mutagenicity, cardiotoxicity, hepatotoxicity). Dataset: herg_karim. (1) The drug is CS(=O)(=O)c1ccc(-c2noc([C@@H](CCO)[C@H](N)C(F)=C3CCCC3)n2)c(Cl)c1. The result is 0 (non-blocker). (2) The result is 1 (blocker). The molecule is N[C@H]1C[C@@H](N2Cc3cnc4nnc(C5CC5)n4c3C2)CC[C@@H]1c1cc(F)c(F)cc1F. (3) The compound is C[C@@H]1CCCN1CCCOc1ccc(N2CCN(C(=O)c3ccc(F)cc3)CC2=O)cc1.O=CO. The result is 0 (non-blocker). (4) The molecule is N#Cc1ccc(Cn2cncc2CN(CCN2CCNCC2)[C@H]2CCN(Cc3ccccc3)C2=O)cc1. The result is 1 (blocker). (5) The drug is O=C(CNC(=O)c1cccc(C(F)(F)F)c1)NC1CN([C@H]2CC[C@@](O)(c3ccns3)CC2)C1. The result is 0 (non-blocker). (6) The compound is Cc1ccc2c(-c3nnc(SCCCN4C[C@H]5C[C@@]5(c5ccc(Cl)cc5)C4)n3C)cccc2n1. The result is 1 (blocker). (7) The compound is COc1ccc(CCN(C)CCCC(C#N)(c2ccc(OC)c(OC)c2)C(C)C)cc1OC.Cl. The result is 1 (blocker). (8) The compound is O=C(NCc1cc(Cl)cc(Cl)c1)N(c1ccc(Br)cc1)C1CCN(C2CCCC2)CC1. The result is 1 (blocker).